Dataset: Forward reaction prediction with 1.9M reactions from USPTO patents (1976-2016). Task: Predict the product of the given reaction. (1) Given the reactants [CH2:1]([NH:3][C:4]([N:17]1[CH:21]([C:22]2[CH:27]=[CH:26][CH:25]=[CH:24][CH:23]=2)[CH2:20][CH:19]=[N:18]1)=[N:5][S:6]([C:9]1[CH:14]=[CH:13][C:12]([O:15]C)=[CH:11][CH:10]=1)(=[O:8])=[O:7])[CH3:2].B(Br)(Br)Br, predict the reaction product. The product is: [CH2:1]([NH:3][C:4]([N:17]1[CH:21]([C:22]2[CH:27]=[CH:26][CH:25]=[CH:24][CH:23]=2)[CH2:20][CH:19]=[N:18]1)=[N:5][S:6]([C:9]1[CH:10]=[CH:11][C:12]([OH:15])=[CH:13][CH:14]=1)(=[O:8])=[O:7])[CH3:2]. (2) Given the reactants Cl[C:2]1[N:7]=[C:6]([O:8][CH3:9])[CH:5]=[C:4]([O:10][CH3:11])[N:3]=1.[C:12]([O:16][C:17]([N:19]1[CH2:24][CH2:23][CH:22]([NH2:25])[CH2:21][CH2:20]1)=[O:18])([CH3:15])([CH3:14])[CH3:13], predict the reaction product. The product is: [C:12]([O:16][C:17]([N:19]1[CH2:24][CH2:23][CH:22]([NH:25][C:2]2[N:7]=[C:6]([O:8][CH3:9])[CH:5]=[C:4]([O:10][CH3:11])[N:3]=2)[CH2:21][CH2:20]1)=[O:18])([CH3:15])([CH3:13])[CH3:14].